Dataset: Forward reaction prediction with 1.9M reactions from USPTO patents (1976-2016). Task: Predict the product of the given reaction. (1) Given the reactants [CH:1]1([NH:5][C:6]2[C:7]3[CH:31]=[CH:30][NH:29][C:8]=3[N:9]=[C:10]([NH:12][C:13]3[CH:18]=[CH:17][C:16](S(N4CCC(O)CC4)(=O)=O)=[CH:15][CH:14]=3)[N:11]=2)[CH2:4][CH2:3][CH2:2]1.[CH3:32][O:33][C:34](=[O:44])[N:35](C1C=CC(N)=CC=1)[CH3:36].ClC1N=C(NC2CC2)C2C=CNC=2N=1, predict the reaction product. The product is: [CH:1]1([NH:5][C:6]2[C:7]3[CH:31]=[CH:30][NH:29][C:8]=3[N:9]=[C:10]([NH:12][C:13]3[CH:18]=[CH:17][C:16]([N:35]([CH3:36])[C:34](=[O:44])[O:33][CH3:32])=[CH:15][CH:14]=3)[N:11]=2)[CH2:4][CH2:3][CH2:2]1. (2) Given the reactants B1(C)OC(C2C=CC=CC=2)(C2C=CC=CC=2)[C@@H]2N1CCC2.S(C)C.[F:25][C:26]([F:45])([F:44])[C:27]([N:29]1[CH2:38][CH2:37][C:36]2[C:31](=[CH:32][C:33]3[CH2:42][CH2:41][CH2:40][C:39](=[O:43])[C:34]=3[CH:35]=2)[CH2:30]1)=[O:28], predict the reaction product. The product is: [F:45][C:26]([F:25])([F:44])[C:27]([N:29]1[CH2:38][CH2:37][C:36]2[C:31](=[CH:32][C:33]3[CH2:42][CH2:41][CH2:40][C@H:39]([OH:43])[C:34]=3[CH:35]=2)[CH2:30]1)=[O:28]. (3) Given the reactants [C:1]([O:5][C:6](=[O:23])[NH:7][C:8]1[CH:13]=[C:12]([NH:14][CH2:15][CH:16]([CH3:18])[CH3:17])[C:11]([Cl:19])=[CH:10][C:9]=1[N+:20]([O-])=O)([CH3:4])([CH3:3])[CH3:2].O.O.Cl[Sn]Cl, predict the reaction product. The product is: [C:1]([O:5][C:6](=[O:23])[NH:7][C:8]1[CH:13]=[C:12]([NH:14][CH2:15][CH:16]([CH3:17])[CH3:18])[C:11]([Cl:19])=[CH:10][C:9]=1[NH2:20])([CH3:2])([CH3:4])[CH3:3]. (4) Given the reactants [F:1][C:2]([F:23])([F:22])[O:3][C:4]1[CH:5]=[C:6]([N:10]2[CH2:15][CH2:14][N:13]([CH2:16][C:17]([O:19]CC)=[O:18])[CH2:12][CH2:11]2)[CH:7]=[CH:8][CH:9]=1.[Li+].[OH-:25].C1C[O:29][CH2:28]C1, predict the reaction product. The product is: [F:23][C:2]([F:1])([F:22])[C:28]([OH:29])=[O:25].[F:23][C:2]([F:1])([F:22])[O:3][C:4]1[CH:5]=[C:6]([N:10]2[CH2:15][CH2:14][N:13]([CH2:16][C:17]([OH:19])=[O:18])[CH2:12][CH2:11]2)[CH:7]=[CH:8][CH:9]=1. (5) Given the reactants C(O)(=O)C.[CH:5]([NH2:7])=[NH:6].[O-]CC.[Na+].O=[C:13]1[CH2:18][CH2:17][N:16]([C:19]([O:21][C:22]([CH3:25])([CH3:24])[CH3:23])=[O:20])[CH2:15][C:14]1=[CH:26]N(C)C, predict the reaction product. The product is: [C:22]([O:21][C:19]([N:16]1[CH2:17][CH2:18][C:13]2[N:6]=[CH:5][N:7]=[CH:26][C:14]=2[CH2:15]1)=[O:20])([CH3:25])([CH3:23])[CH3:24]. (6) Given the reactants O[N:2]=[C:3]([Cl:14])[C@H:4]1[CH2:8][O:7][C:6]2([CH2:13][CH2:12][CH2:11][CH2:10][CH2:9]2)[O:5]1.CS(Cl)(=O)=O.C(N(C(C)C)C(C)C)C, predict the reaction product. The product is: [O:5]1[C:6]2([CH2:13][CH2:12][CH2:11][CH2:10][CH2:9]2)[O:7][CH2:8][CH:4]1[C:3]([Cl:14])=[NH:2]. (7) Given the reactants CS(Cl)(=O)=O.[CH2:6]([O:8][C:9]([C:11]1[CH:15]=[CH:14][N:13]([CH:16]([CH3:18])[CH3:17])[C:12]=1[CH:19]([C:21]1[CH:26]=[CH:25][C:24]([Cl:27])=[CH:23][C:22]=1[CH3:28])O)=[O:10])[CH3:7].N1C=CC=CC=1.[Cl:35][C:36]1[C:37]([F:43])=[C:38]([NH2:42])[CH:39]=[CH:40][CH:41]=1, predict the reaction product. The product is: [CH2:6]([O:8][C:9]([C:11]1[CH:15]=[CH:14][N:13]([CH:16]([CH3:18])[CH3:17])[C:12]=1[CH:19]([NH:42][C:38]1[CH:39]=[CH:40][CH:41]=[C:36]([Cl:35])[C:37]=1[F:43])[C:21]1[CH:26]=[CH:25][C:24]([Cl:27])=[CH:23][C:22]=1[CH3:28])=[O:10])[CH3:7].